Dataset: Full USPTO retrosynthesis dataset with 1.9M reactions from patents (1976-2016). Task: Predict the reactants needed to synthesize the given product. (1) Given the product [ClH:21].[CH2:11]([CH:10]([S:7]([CH2:6][C@@H:5]([C:17]([OH:19])=[O:18])[NH2:4])(=[O:8])=[O:9])[CH2:14][CH2:15][CH3:16])[CH2:12][CH3:13], predict the reactants needed to synthesize it. The reactants are: C([NH:4][C@H:5]([C:17]([O:19]C)=[O:18])[CH2:6][S:7]([CH:10]([CH2:14][CH2:15][CH3:16])[CH2:11][CH2:12][CH3:13])(=[O:9])=[O:8])(=O)C.[ClH:21]. (2) Given the product [Cl:31][C:24]1[CH:23]=[CH:22][N:21]=[C:20]2[NH:19][CH:18]=[C:17]([N+:14]([O-:16])=[O:15])[C:25]=12, predict the reactants needed to synthesize it. The reactants are: [N+](C1C=C[N+]([O-])=C2NC=CC=12)([O-])=O.[N+:14]([C:17]1[C:25]2[C:20](=[N+:21]([O-])[CH:22]=[CH:23][CH:24]=2)[NH:19][CH:18]=1)([O-:16])=[O:15].CS([Cl:31])(=O)=O. (3) Given the product [CH3:50][C:44]1[C:45]2[N:46]([CH:47]=[CH:48][N:49]=2)[C:41]([C:11]2[N:12]=[C:7]([N:1]3[CH2:6][CH2:5][O:4][CH2:3][CH2:2]3)[C:8]3[N:28]=[C:27]([CH2:29][N:30]4[CH2:35][CH2:34][CH:33]([C:36]([OH:39])([CH3:37])[CH3:38])[CH2:32][CH2:31]4)[S:26][C:9]=3[N:10]=2)=[CH:42][CH:43]=1, predict the reactants needed to synthesize it. The reactants are: [N:1]1([C:7]2[C:8]3[N:28]=[C:27]([CH2:29][N:30]4[CH2:35][CH2:34][CH:33]([C:36]([OH:39])([CH3:38])[CH3:37])[CH2:32][CH2:31]4)[S:26][C:9]=3[N:10]=[C:11]([Sn](CCCC)(CCCC)CCCC)[N:12]=2)[CH2:6][CH2:5][O:4][CH2:3][CH2:2]1.Br[C:41]1[N:46]2[CH:47]=[CH:48][N:49]=[C:45]2[C:44]([CH3:50])=[CH:43][CH:42]=1.